This data is from Reaction yield outcomes from USPTO patents with 853,638 reactions. The task is: Predict the reaction yield, written as a fraction of the theoretical maximum amount of product (1.0 means a 100% yield; for example, 0.34 means a 34% yield). (1) The reactants are C(=O)(OC)[O:2][C:3]1[CH:8]=[C:7]([N+:9]([O-:11])=[O:10])[C:6]([F:12])=[CH:5][C:4]=1[Br:13].[OH-].[K+].Cl. The catalyst is CO. The product is [Br:13][C:4]1[CH:5]=[C:6]([F:12])[C:7]([N+:9]([O-:11])=[O:10])=[CH:8][C:3]=1[OH:2]. The yield is 0.990. (2) The reactants are [NH:1]1[CH:5]=[C:4]([C:6]2[CH:11]=[C:10]([C:12]([O:14]C)=[O:13])[CH:9]=[CH:8][N:7]=2)[N:3]=[CH:2]1.Br[CH:17]1[CH2:25][C:24]2[C:19](=[CH:20][CH:21]=[CH:22][CH:23]=2)[CH2:18]1.[OH-].[Na+]. The catalyst is CO. The product is [CH2:25]1[C:24]2[C:19](=[CH:20][CH:21]=[CH:22][CH:23]=2)[CH2:18][CH:17]1[N:1]1[CH:5]=[C:4]([C:6]2[CH:11]=[C:10]([C:12]([OH:14])=[O:13])[CH:9]=[CH:8][N:7]=2)[N:3]=[CH:2]1. The yield is 0.480. (3) The reactants are [I:1][C:2]1[CH:10]=[CH:9][C:5]([C:6]([OH:8])=[O:7])=[C:4]([N+:11]([O-:13])=[O:12])[CH:3]=1.[CH2:14]1CCN2C(=NCCC2)CC1.IC.O. The catalyst is CN(C=O)C. The product is [I:1][C:2]1[CH:10]=[CH:9][C:5]([C:6]([O:8][CH3:14])=[O:7])=[C:4]([N+:11]([O-:13])=[O:12])[CH:3]=1. The yield is 0.960. (4) The reactants are [C:1]1([CH3:17])[CH:6]=[CH:5][C:4]([S:7]([N:10]2[CH2:16][C:12]3([CH2:15][O:14][CH2:13]3)[CH2:11]2)(=[O:9])=[O:8])=[CH:3][CH:2]=1.[BrH:18].C([O-])(O)=O.[Na+]. The catalyst is CCOCC. The product is [Br:18][CH2:13][C:12]1([CH2:15][OH:14])[CH2:16][N:10]([S:7]([C:4]2[CH:5]=[CH:6][C:1]([CH3:17])=[CH:2][CH:3]=2)(=[O:9])=[O:8])[CH2:11]1. The yield is 0.970. (5) The reactants are CN(C)[CH:3]=[O:4].P(Cl)(Cl)(Cl)=O.[CH3:11][O:12][CH2:13][C:14]([N:17]1[C:25]2[C:20](=[CH:21][CH:22]=[CH:23][CH:24]=2)[CH:19]=[C:18]1[CH3:26])([CH3:16])[CH3:15]. The catalyst is ClCCl. The product is [CH3:11][O:12][CH2:13][C:14]([N:17]1[C:25]2[C:20](=[CH:21][CH:22]=[CH:23][CH:24]=2)[C:19]([CH:3]=[O:4])=[C:18]1[CH3:26])([CH3:16])[CH3:15]. The yield is 0.570.